From a dataset of Ames mutagenicity test results for genotoxicity prediction. Regression/Classification. Given a drug SMILES string, predict its toxicity properties. Task type varies by dataset: regression for continuous values (e.g., LD50, hERG inhibition percentage) or binary classification for toxic/non-toxic outcomes (e.g., AMES mutagenicity, cardiotoxicity, hepatotoxicity). Dataset: ames. The drug is COc1cc2c(cc1OC)-c1c3c(cc4c1C(C2)N(C)CC4)OCO3. The result is 1 (mutagenic).